This data is from Forward reaction prediction with 1.9M reactions from USPTO patents (1976-2016). The task is: Predict the product of the given reaction. (1) Given the reactants [Cl:1][C:2]1[CH:7]=[N:6][NH:5][C:4](=O)[C:3]=1[C:9]1[CH:14]=[CH:13][N:12]=[CH:11][CH:10]=1.O=P(Cl)(Cl)[Cl:17], predict the reaction product. The product is: [Cl:17][C:4]1[N:5]=[N:6][CH:7]=[C:2]([Cl:1])[C:3]=1[C:9]1[CH:14]=[CH:13][N:12]=[CH:11][CH:10]=1. (2) Given the reactants Br[CH2:2][C:3]1[CH:4]=[C:5]([CH:10]=[CH:11][CH:12]=1)[C:6]([O:8][CH3:9])=[O:7].[CH3:13][O-:14].[Na+].[Na], predict the reaction product. The product is: [CH3:13][O:14][CH2:2][C:3]1[CH:4]=[C:5]([CH:10]=[CH:11][CH:12]=1)[C:6]([O:8][CH3:9])=[O:7]. (3) Given the reactants [F:1][C:2]1[C:3]([C:9]([OH:11])=[O:10])=[N:4][CH:5]=[C:6]([F:8])[CH:7]=1.Cl.[CH3:13]O, predict the reaction product. The product is: [CH3:13][O:10][C:9]([C:3]1[C:2]([F:1])=[CH:7][C:6]([F:8])=[CH:5][N:4]=1)=[O:11]. (4) Given the reactants [Cl:1][C:2]1[CH:7]=[CH:6][C:5](B(O)O)=[CH:4][C:3]=1[C:11]([NH:13][CH2:14][C:15]12[CH2:24][CH:19]3[CH2:20][CH:21]([CH2:23][CH:17]([CH2:18]3)[CH2:16]1)[CH2:22]2)=[O:12].I[C:26]1[C:35]([CH3:36])=[CH:34][CH:33]=[CH:32][C:27]=1[C:28]([O:30][CH3:31])=[O:29].C(=O)([O-])[O-].[K+].[K+], predict the reaction product. The product is: [Cl:1][C:2]1[CH:7]=[CH:6][C:5]([C:26]2[C:27]([C:28]([O:30][CH3:31])=[O:29])=[CH:32][CH:33]=[CH:34][C:35]=2[CH3:36])=[CH:4][C:3]=1[C:11]([NH:13][CH2:14][C:15]12[CH2:24][CH:19]3[CH2:20][CH:21]([CH2:23][CH:17]([CH2:18]3)[CH2:16]1)[CH2:22]2)=[O:12]. (5) Given the reactants [C:1]([O:5][C:6]([N:8]1[CH2:12][C@H:11]([F:13])[CH2:10][C@H:9]1[C:14]([OH:16])=O)=[O:7])([CH3:4])([CH3:3])[CH3:2].[CH2:17]([N:24]1[CH2:28][C@@H:27]2[C@@H:29]([NH2:32])[CH2:30][CH2:31][C@@H:26]2[CH2:25]1)[C:18]1[CH:23]=[CH:22][CH:21]=[CH:20][CH:19]=1.O.ON1C2C=CC=CC=2N=N1.C(N=C=NCCCN(C)C)C, predict the reaction product. The product is: [CH2:17]([N:24]1[CH2:28][C@@H:27]2[C@@H:29]([NH:32][C:14]([C@@H:9]3[CH2:10][C@@H:11]([F:13])[CH2:12][N:8]3[C:6]([O:5][C:1]([CH3:2])([CH3:3])[CH3:4])=[O:7])=[O:16])[CH2:30][CH2:31][C@@H:26]2[CH2:25]1)[C:18]1[CH:19]=[CH:20][CH:21]=[CH:22][CH:23]=1. (6) Given the reactants C[O:2][C:3](=[O:46])[C:4]1[CH:9]=[CH:8][C:7]([O:10][CH2:11][CH2:12][CH2:13][O:14]/[N:15]=[CH:16]/[C:17]2[CH:22]=[CH:21][C:20]([C:23]3[CH:28]=[CH:27][CH:26]=[CH:25][CH:24]=3)=[CH:19][CH:18]=2)=[CH:6][C:5]=1[NH:29][C:30](=[O:45])[C:31]1[CH:36]=[C:35]([C:37]([F:40])([F:39])[F:38])[CH:34]=[C:33]([C:41]([F:44])([F:43])[F:42])[CH:32]=1.CO.[OH-].[Li+], predict the reaction product. The product is: [C:20]1([C:23]2[CH:28]=[CH:27][CH:26]=[CH:25][CH:24]=2)[CH:21]=[CH:22][C:17](/[CH:16]=[N:15]/[O:14][CH2:13][CH2:12][CH2:11][O:10][C:7]2[CH:8]=[CH:9][C:4]([C:3]([OH:46])=[O:2])=[C:5]([NH:29][C:30](=[O:45])[C:31]3[CH:36]=[C:35]([C:37]([F:39])([F:40])[F:38])[CH:34]=[C:33]([C:41]([F:42])([F:43])[F:44])[CH:32]=3)[CH:6]=2)=[CH:18][CH:19]=1.